This data is from Full USPTO retrosynthesis dataset with 1.9M reactions from patents (1976-2016). The task is: Predict the reactants needed to synthesize the given product. (1) Given the product [CH2:15]([S:20][C:2]1[CH:9]=[CH:8][C:7]([CH3:10])=[CH:6][C:3]=1[C:4]#[N:5])[CH3:14], predict the reactants needed to synthesize it. The reactants are: F[C:2]1[CH:9]=[CH:8][C:7]([CH3:10])=[CH:6][C:3]=1[C:4]#[N:5].ClC1C=[CH:14][C:15]([S:20]CC)=C(C=1)C#N. (2) Given the product [CH3:34][C:9]1[CH:10]=[C:11]([O:14][CH2:15][CH2:16][C@@H:17]([O:19][C:20]2[C:21]([O:27][C:28]3[CH:33]=[CH:32][CH:31]=[CH:30][CH:29]=3)=[N:22][C:23]([CH3:26])=[CH:24][CH:25]=2)[CH3:18])[CH:12]=[CH:13][C:8]=1[CH2:7][CH2:6][C:5]([OH:35])=[O:4], predict the reactants needed to synthesize it. The reactants are: [OH-].[Na+].C[O:4][C:5](=[O:35])[CH2:6][CH2:7][C:8]1[CH:13]=[CH:12][C:11]([O:14][CH2:15][CH2:16][C@@H:17]([O:19][C:20]2[C:21]([O:27][C:28]3[CH:33]=[CH:32][CH:31]=[CH:30][CH:29]=3)=[N:22][C:23]([CH3:26])=[CH:24][CH:25]=2)[CH3:18])=[CH:10][C:9]=1[CH3:34].Cl. (3) The reactants are: [NH2:1][C:2]1[CH:9]=[C:8]([O:10][CH3:11])[C:7]([OH:12])=[CH:6][C:3]=1[C:4]#[N:5].[Cl:13][C:14]1[CH:15]=[C:16]([CH:18]=[CH:19][C:20]=1[F:21])N.CO[CH:24](OC)[N:25](C)C.C1(C)C=CC=CC=1. Given the product [Cl:13][C:14]1[CH:15]=[C:16]([NH:5][C:4]2[C:3]3[C:2](=[CH:9][C:8]([O:10][CH3:11])=[C:7]([OH:12])[CH:6]=3)[N:1]=[CH:24][N:25]=2)[CH:18]=[CH:19][C:20]=1[F:21], predict the reactants needed to synthesize it. (4) Given the product [CH2:1]([O:4][C:5]1[CH:10]=[C:9]([F:11])[C:8]([F:12])=[C:7]([NH:13][C:14]2[CH:19]=[CH:18][C:17]([I:20])=[CH:16][C:15]=2[F:21])[C:6]=1[NH2:22])[CH:2]=[CH2:3], predict the reactants needed to synthesize it. The reactants are: [CH2:1]([O:4][C:5]1[C:6]([N+:22]([O-])=O)=[C:7]([NH:13][C:14]2[CH:19]=[CH:18][C:17]([I:20])=[CH:16][C:15]=2[F:21])[C:8]([F:12])=[C:9]([F:11])[CH:10]=1)[CH:2]=[CH2:3].[O-]S(S([O-])=O)=O.[Na+].[Na+]. (5) Given the product [CH3:1][O:2][C:3]([C:5]1[S:6][C:7]([S:21][CH3:22])=[C:8]([S:10]([C:13]2[CH:14]=[N:15][C:16]([NH:26][CH2:23][CH:34]3[CH2:33][CH2:32][CH2:36][O:35]3)=[C:17]([Br:19])[CH:18]=2)(=[O:12])=[O:11])[CH:9]=1)=[O:4], predict the reactants needed to synthesize it. The reactants are: [CH3:1][O:2][C:3]([C:5]1[S:6][C:7]([S:21][CH3:22])=[C:8]([S:10]([C:13]2[CH:14]=[N:15][C:16](Cl)=[C:17]([Br:19])[CH:18]=2)(=[O:12])=[O:11])[CH:9]=1)=[O:4].[CH:23]([N:26](C(C)C)CC)(C)C.[CH2:32]1[CH2:36][O:35][CH2:34][CH2:33]1.CN(C=O)C. (6) The reactants are: [OH-].[Na+].[Br:3][C:4]1[CH:12]=[CH:11][CH:10]=[C:9]2[C:5]=1[C:6]([CH3:13])=[CH:7][NH:8]2.[C:14]1([S:20](Cl)(=[O:22])=[O:21])[CH:19]=[CH:18][CH:17]=[CH:16][CH:15]=1. Given the product [Br:3][C:4]1[CH:12]=[CH:11][CH:10]=[C:9]2[C:5]=1[C:6]([CH3:13])=[CH:7][N:8]2[S:20]([C:14]1[CH:19]=[CH:18][CH:17]=[CH:16][CH:15]=1)(=[O:22])=[O:21], predict the reactants needed to synthesize it. (7) Given the product [OH:8][CH:9]1[CH2:14][CH2:13][CH2:12][C:11]([CH3:20])([C:15]([O:17][CH2:18][CH3:19])=[O:16])[CH2:10]1, predict the reactants needed to synthesize it. The reactants are: [Si]([O:8][CH:9]1[CH2:14][CH2:13][CH2:12][C:11]([CH3:20])([C:15]([O:17][CH2:18][CH3:19])=[O:16])[CH2:10]1)(C(C)(C)C)(C)C. (8) Given the product [F:1][C:2]1[CH:3]=[CH:4][C:5]([N+:12]([O-:14])=[O:13])=[C:6]([S:8]([Cl:17])(=[O:10])=[O:9])[CH:7]=1, predict the reactants needed to synthesize it. The reactants are: [F:1][C:2]1[CH:3]=[CH:4][C:5]([N+:12]([O-:14])=[O:13])=[C:6]([S:8](O)(=[O:10])=[O:9])[CH:7]=1.O=S(Cl)[Cl:17].